Task: Regression. Given two drug SMILES strings and cell line genomic features, predict the synergy score measuring deviation from expected non-interaction effect.. Dataset: NCI-60 drug combinations with 297,098 pairs across 59 cell lines (1) Drug 1: CCN(CC)CCNC(=O)C1=C(NC(=C1C)C=C2C3=C(C=CC(=C3)F)NC2=O)C. Drug 2: C1CN(P(=O)(OC1)NCCCl)CCCl. Cell line: SF-539. Synergy scores: CSS=9.83, Synergy_ZIP=-3.06, Synergy_Bliss=2.33, Synergy_Loewe=-10.0, Synergy_HSA=1.03. (2) Drug 1: CC12CCC(CC1=CCC3C2CCC4(C3CC=C4C5=CN=CC=C5)C)O. Synergy scores: CSS=27.6, Synergy_ZIP=1.77, Synergy_Bliss=8.39, Synergy_Loewe=3.72, Synergy_HSA=9.16. Cell line: RXF 393. Drug 2: C1=CC(=CC=C1CC(C(=O)O)N)N(CCCl)CCCl.Cl.